From a dataset of CYP2C9 inhibition data for predicting drug metabolism from PubChem BioAssay. Regression/Classification. Given a drug SMILES string, predict its absorption, distribution, metabolism, or excretion properties. Task type varies by dataset: regression for continuous measurements (e.g., permeability, clearance, half-life) or binary classification for categorical outcomes (e.g., BBB penetration, CYP inhibition). Dataset: cyp2c9_veith. The drug is CSCC[C@@H](N)P(C)(=O)O. The result is 0 (non-inhibitor).